From a dataset of Catalyst prediction with 721,799 reactions and 888 catalyst types from USPTO. Predict which catalyst facilitates the given reaction. (1) Reactant: [N:1]1([CH2:6][CH2:7][CH2:8][CH2:9][C:10]2[CH:15]=[CH:14][C:13]([NH:16][CH2:17][C:18]3[N:19]=[C:20]([CH:23]=[CH:24][C:25]4[CH:30]=[CH:29][C:28]([C:31]([F:34])([F:33])[F:32])=[CH:27][CH:26]=4)[O:21][CH:22]=3)=[CH:12][CH:11]=2)[CH:5]=[CH:4][N:3]=[N:2]1.[C:35]([BH3-])#N.[Na+].Cl. Product: [CH3:35][N:16]([C:13]1[CH:14]=[CH:15][C:10]([CH2:9][CH2:8][CH2:7][CH2:6][N:1]2[CH:5]=[CH:4][N:3]=[N:2]2)=[CH:11][CH:12]=1)[CH2:17][C:18]1[N:19]=[C:20]([CH:23]=[CH:24][C:25]2[CH:26]=[CH:27][C:28]([C:31]([F:34])([F:32])[F:33])=[CH:29][CH:30]=2)[O:21][CH:22]=1. The catalyst class is: 10. (2) Reactant: Br[C:2]1[N:3]([CH2:17][CH:18]2[CH2:23][CH2:22][CH2:21][N:20](C(OC(C)(C)C)=O)[CH2:19]2)[C:4]2[C:9]([N:10]=1)=[C:8]([NH2:11])[N:7]=[C:6]([O:12][CH2:13][CH2:14][CH2:15][CH3:16])[N:5]=2.Cl.[O:32]1CCOCC1.[C:38]([O:42][CH2:43]C)(=[O:41])[CH:39]=[CH2:40].C(N(CC)CC)C. Product: [CH2:13]([O:12][C:6]1[N:5]=[C:4]2[C:9]([NH:10][C:2](=[O:32])[N:3]2[CH2:17][CH:18]2[CH2:23][CH2:22][CH2:21][N:20]([CH2:40][CH2:39][C:38]([O:42][CH3:43])=[O:41])[CH2:19]2)=[C:8]([NH2:11])[N:7]=1)[CH2:14][CH2:15][CH3:16]. The catalyst class is: 118. (3) The catalyst class is: 22. Reactant: [Br:1]Br.[C:3]1([N:9]([C:16]2[CH:21]=[CH:20][CH:19]=[CH:18][CH:17]=2)[C:10]2[CH:15]=[CH:14][CH:13]=[CH:12][CH:11]=2)[CH:8]=[CH:7][CH:6]=[CH:5][CH:4]=1. Product: [CH:19]1[CH:18]=[CH:17][C:16]([N:9]([C:3]2[CH:4]=[CH:5][C:6]([Br:1])=[CH:7][CH:8]=2)[C:10]2[CH:15]=[CH:14][CH:13]=[CH:12][CH:11]=2)=[CH:21][CH:20]=1.